This data is from Experimentally validated miRNA-target interactions with 360,000+ pairs, plus equal number of negative samples. The task is: Binary Classification. Given a miRNA mature sequence and a target amino acid sequence, predict their likelihood of interaction. (1) Result: 0 (no interaction). The miRNA is hsa-miR-1247-5p with sequence ACCCGUCCCGUUCGUCCCCGGA. The protein sequence of the target gene is MAAEEVLQTVDHYKTEIERLTKELTETTHEKIQAAEYGLVVLEEKLTLKQQYDELEAEYDSLKQELEQLKEAFGQSFSIHRKVAEDGETREETLLQESASKEAYYLGKILEMQNELKQSRAVVTNVQAENERLTAVVQDLKENNEMVELQRIRMKDEIREYKFREARLLQDYTELEEENITLQKLVSTLKQNQVEYEGLKHEIKRFEEETVLLNSQLEDAIRLKEIAEHQLEEALETLKNEREQKNNLRKELSQYISLNDNHISISVDGLKFAEDGSEPNNDDKMNGHIHGPLVKLNGDY.... (2) The miRNA is hsa-miR-6837-3p with sequence CCUUCACUGUGACUCUGCUGCAG. The protein sequence of the target gene is MSRLEAKKPSLCKSEPLTTERVRTTLSVLKRIVTSCYGPSGRLKQLHNGFGGYVCTTSQSSALLSHLLVTHPILKILTASIQNHVSSFSDCGLFTAILCCNLIENVQRLGLTPTTVIRLNKHLLSLCISYLKSETCGCRIPVDFSSTQILLCLVRSILTSKPACMLTRKETEHVSALILRAFLLTIPENAEGHIILGKSLIVPLKGQRVIDSTVLPGILIEMSEVQLMRLLPIKKSTALKVALFCTTLSGDTSDTGEGTVVVSYGVSLENAVLDQLLNLGRQLISDHVDLVLCQKVIHPS.... Result: 1 (interaction). (3) The miRNA is hsa-miR-3126-5p with sequence UGAGGGACAGAUGCCAGAAGCA. The protein sequence of the target gene is MKKRKELNALIGLAGDHRRKKTKQGSGSHRLLRTEPPDSDSESSTDEEEFGAIGNRSRFVKGDYARCCKICCPLCAFVILAACVVASVGLVWMQMALKEDLDVLKEKFRTMESNQKSSFQEIPKLNEELLSKQKQLEKIESGELGLSRVWINITEMNKQISLLSSAVNHLKASVKSAADLLSLPSTVEGLQKSVASIGNTLNSVHLAVEVIQKTVDEHRTTLGLLQGSMENNGSNQILPSPSPPSELDNKSHSESAKQDILYLHNSLEEVNSTVVEYQRQNDLKLKGMSETLSNLTQRLS.... Result: 0 (no interaction). (4) The miRNA is hsa-miR-3911 with sequence UGUGUGGAUCCUGGAGGAGGCA. The protein sequence of the target gene is MWRADRWAPLLLFLLQSALGRPRLAPPRNVTLFSQNFTVYLTWLPGLGSPPNVTYFVTYQSYIKTGWRPVEHCAGIKALVCPLMCLKKLNLYSKFKGRVQAASAHGRSPRVESRYLEYLFDVELAPPTLVLTQMEKILRVNATYQLPPCMPSLELKYQVEFWKEGLGSKTLFPDTPYGQPVQIPLQQGASRRHCLSARTVYTLIDIKYSQFSEPSCIFLEAPGDKRAVLAMPSLLLLLIAAVAAGVAWKIMKGNPWFQGVKTPRALDFSEYRYPVATFQPSGPEFSDDLILCPQKELTIR.... Result: 0 (no interaction).